Regression. Given two drug SMILES strings and cell line genomic features, predict the synergy score measuring deviation from expected non-interaction effect. From a dataset of Merck oncology drug combination screen with 23,052 pairs across 39 cell lines. (1) Drug 1: CC1CC2C3CCC4=CC(=O)C=CC4(C)C3(F)C(O)CC2(C)C1(O)C(=O)CO. Drug 2: NC(=O)c1cccc2cn(-c3ccc(C4CCCNC4)cc3)nc12. Cell line: NCIH2122. Synergy scores: synergy=14.0. (2) Drug 1: CC(=O)OC1C(=O)C2(C)C(O)CC3OCC3(OC(C)=O)C2C(OC(=O)c2ccccc2)C2(O)CC(OC(=O)C(O)C(NC(=O)c3ccccc3)c3ccccc3)C(C)=C1C2(C)C. Drug 2: C#Cc1cccc(Nc2ncnc3cc(OCCOC)c(OCCOC)cc23)c1. Cell line: OCUBM. Synergy scores: synergy=-14.3.